Dataset: Catalyst prediction with 721,799 reactions and 888 catalyst types from USPTO. Task: Predict which catalyst facilitates the given reaction. (1) Reactant: C[CH:2](C)[C@@H:3]([N:8]1[CH2:16][C:15]2[C:10](=[CH:11][CH:12]=[C:13]([C:17]3[CH:22]=[CH:21][C:20]([NH:23][C:24]([NH:26][C:27]4[CH:32]=[CH:31][CH:30]=[C:29]([C:33]([F:36])([F:35])[F:34])[CH:28]=4)=[O:25])=[CH:19][CH:18]=3)[CH:14]=2)[C:9]1=[O:37])[C:4]([O:6][CH3:7])=[O:5].BrC1C=C2C(=CC=1)C(=O)N([C@@H](C)C(OC)=O)C2.CC1(C)C(C)(C)OB(C2C=CC(NC(NC3C=CC=C(C(F)(F)F)C=3)=O)=CC=2)O1. Product: [O:37]=[C:9]1[C:10]2[C:15](=[CH:14][C:13]([C:17]3[CH:18]=[CH:19][C:20]([NH:23][C:24]([NH:26][C:27]4[CH:32]=[CH:31][CH:30]=[C:29]([C:33]([F:34])([F:36])[F:35])[CH:28]=4)=[O:25])=[CH:21][CH:22]=3)=[CH:12][CH:11]=2)[CH2:16][N:8]1[C@@H:3]([CH3:2])[C:4]([O:6][CH3:7])=[O:5]. The catalyst class is: 462. (2) Reactant: [C:1]([BH3-])#[N:2].[Na+].C=O.N1C=CC(CN[C:15]2[CH:33]=[CH:32][CH:31]=[CH:30][C:16]=2[C:17]([NH:19][C:20]2[CH:25]=[CH:24][CH:23]=[C:22]([C:26]([F:29])([F:28])[F:27])[CH:21]=2)=[O:18])=CC=1.F[C:35](F)(F)[C:36](O)=O. Product: [N:19]1[CH:20]=[CH:21][C:36]([CH2:35][C:15]2[C:33]([NH:2][CH3:1])=[CH:32][CH:31]=[CH:30][C:16]=2[C:17]([NH:19][C:20]2[CH:25]=[CH:24][CH:23]=[C:22]([C:26]([F:29])([F:28])[F:27])[CH:21]=2)=[O:18])=[CH:16][CH:17]=1. The catalyst class is: 7. (3) Reactant: C[C:2]1([CH3:9])[O:6][C@H:5]([CH2:7][OH:8])[CH2:4][O:3]1.[OH-].[K+].[CH2:12]([CH2:28]S([O-])(=O)=O)[CH2:13][CH2:14][CH2:15][CH2:16][CH2:17][CH2:18][CH2:19]/[CH:20]=[CH:21]\[CH2:22][CH2:23][CH2:24]CCC.O. Product: [CH2:2]([O:3][CH2:4][C@H:5]([CH2:7][OH:8])[OH:6])[CH2:9][CH2:28][CH2:12][CH2:13][CH2:14][CH2:15][CH2:16]/[CH:17]=[CH:18]\[CH2:19][CH2:20][CH2:21][CH2:22][CH2:23][CH3:24]. The catalyst class is: 48.